The task is: Predict the product of the given reaction.. This data is from Forward reaction prediction with 1.9M reactions from USPTO patents (1976-2016). (1) Given the reactants [CH3:1][C:2]1[C:6]([CH3:7])=[C:5]([NH:8][C:9](=[O:16])OCC(Cl)(Cl)Cl)[O:4][N:3]=1.Cl.Cl.[C:19]1([C:25]2[CH:26]=[C:27]([N:31]3[CH2:36][CH2:35][NH:34][CH2:33][CH2:32]3)[CH:28]=[N:29][CH:30]=2)[CH:24]=[CH:23][CH:22]=[CH:21][CH:20]=1, predict the reaction product. The product is: [CH3:1][C:2]1[C:6]([CH3:7])=[C:5]([NH:8][C:9]([N:34]2[CH2:35][CH2:36][N:31]([C:27]3[CH:28]=[N:29][CH:30]=[C:25]([C:19]4[CH:24]=[CH:23][CH:22]=[CH:21][CH:20]=4)[CH:26]=3)[CH2:32][CH2:33]2)=[O:16])[O:4][N:3]=1. (2) Given the reactants [NH2:1][C:2](=[N:36][C:37](=[O:44])[C:38]1[CH:43]=[CH:42][CH:41]=[CH:40][CH:39]=1)[C:3]1[CH:8]=[CH:7][C:6]([NH:9][C@H:10]([C:23]2[CH:28]=[C:27]([O:29][CH3:30])[CH:26]=[C:25]([O:31][CH2:32][CH2:33][OH:34])[C:24]=2[F:35])[C:11]2[NH:15][C:14](=[O:16])[N:13]([C:17]3[N:22]=[CH:21][CH:20]=[CH:19][N:18]=3)[N:12]=2)=[CH:5][CH:4]=1.[F:45][C@@H:46]1[CH2:51][CH2:50][CH2:49][CH2:48][C@H:47]1[O:52][C:53](=[O:59])[O:54][CH:55](Cl)[CH2:56][CH3:57].[I-].[Na+].C(=O)([O-])O.[K+], predict the reaction product. The product is: [F:45][C@@H:46]1[CH2:51][CH2:50][CH2:49][CH2:48][C@H:47]1[O:52][C:53](=[O:59])[O:54][CH:55]([O:16][C:14]1[N:13]([C:17]2[N:18]=[CH:19][CH:20]=[CH:21][N:22]=2)[N:12]=[C:11]([C@H:10]([NH:9][C:6]2[CH:7]=[CH:8][C:3]([C:2]([NH2:1])=[N:36][C:37](=[O:44])[C:38]3[CH:39]=[CH:40][CH:41]=[CH:42][CH:43]=3)=[CH:4][CH:5]=2)[C:23]2[CH:28]=[C:27]([O:29][CH3:30])[CH:26]=[C:25]([O:31][CH2:32][CH2:33][OH:34])[C:24]=2[F:35])[N:15]=1)[CH2:56][CH3:57]. (3) Given the reactants [C:1](Cl)(=[O:3])[CH3:2].[Br:5][C:6]1[CH:14]=[CH:13][C:9]([CH2:10][CH2:11][OH:12])=[CH:8][CH:7]=1.C(N(CC)CC)C, predict the reaction product. The product is: [C:1]([O:12][CH2:11][CH2:10][C:9]1[CH:13]=[CH:14][C:6]([Br:5])=[CH:7][CH:8]=1)(=[O:3])[CH3:2].